This data is from Reaction yield outcomes from USPTO patents with 853,638 reactions. The task is: Predict the reaction yield, written as a fraction of the theoretical maximum amount of product (1.0 means a 100% yield; for example, 0.34 means a 34% yield). (1) The reactants are [NH:1]1[CH2:5][CH2:4][CH2:3][CH2:2]1.C([O-])([O-])=O.[K+].[K+].[C:12]([O:16][C:17]([C:19]1[C:20](OS(C(F)(F)F)(=O)=O)=[N:21][C:22]2[C:27]([C:28]=1[C:29]1[CH:34]=[CH:33][CH:32]=[C:31]([Cl:35])[CH:30]=1)=[CH:26][C:25]([Cl:36])=[CH:24][CH:23]=2)=[O:18])([CH3:15])([CH3:14])[CH3:13]. The catalyst is CS(C)=O.O. The product is [C:12]([O:16][C:17]([C:19]1[C:20]([N:1]2[CH2:5][CH2:4][CH2:3][CH2:2]2)=[N:21][C:22]2[C:27]([C:28]=1[C:29]1[CH:34]=[CH:33][CH:32]=[C:31]([Cl:35])[CH:30]=1)=[CH:26][C:25]([Cl:36])=[CH:24][CH:23]=2)=[O:18])([CH3:15])([CH3:13])[CH3:14]. The yield is 0.710. (2) The reactants are [CH3:1][O:2][C:3]([C:5]1[C:10]([CH:11]=[CH2:12])=[C:9]([NH2:13])[N:8]=[C:7](Cl)[N:6]=1)=[O:4].[Cl:15][C:16]1[CH:21]=[CH:20][C:19](B2OC(C)(C)C(C)(C)O2)=[C:18]([F:31])[C:17]=1[F:32].[F-].[Cs+]. The catalyst is COCCOC.O.C(OCC)(=O)C.Cl[Pd](Cl)([P](C1C=CC=CC=1)(C1C=CC=CC=1)C1C=CC=CC=1)[P](C1C=CC=CC=1)(C1C=CC=CC=1)C1C=CC=CC=1. The product is [CH3:1][O:2][C:3]([C:5]1[C:10]([CH:11]=[CH2:12])=[C:9]([NH2:13])[N:8]=[C:7]([C:19]2[CH:20]=[CH:21][C:16]([Cl:15])=[C:17]([F:32])[C:18]=2[F:31])[N:6]=1)=[O:4]. The yield is 0.367. (3) The reactants are [NH2:1][C:2]1[CH:7]=[CH:6][C:5]([Br:8])=[CH:4][N:3]=1.N1C=CC=CC=1.[C:15](OC(=O)C)(=[O:17])[CH3:16].O. The catalyst is C1COCC1. The product is [Br:8][C:5]1[CH:6]=[CH:7][C:2]([NH:1][C:15](=[O:17])[CH3:16])=[N:3][CH:4]=1. The yield is 0.920. (4) The reactants are [C:1]([O-:4])([O-])=O.[Na+].[Na+].[N:7]1[CH:12]=[CH:11][CH:10]=[C:9](B(O)O)[CH:8]=1. The catalyst is COCCOC.O.C1C=CC([P]([Pd]([P](C2C=CC=CC=2)(C2C=CC=CC=2)C2C=CC=CC=2)([P](C2C=CC=CC=2)(C2C=CC=CC=2)C2C=CC=CC=2)[P](C2C=CC=CC=2)(C2C=CC=CC=2)C2C=CC=CC=2)(C2C=CC=CC=2)C2C=CC=CC=2)=CC=1. The product is [CH3:12][C:11]1[CH:10]=[CH:9][CH:8]=[C:9]2[C:8]=1[N:7]=[C:12]([C:9]1[CH:8]=[N:7][CH:12]=[CH:11][CH:10]=1)[C:11]([CH:1]=[O:4])=[CH:10]2. The yield is 0.940.